Dataset: Catalyst prediction with 721,799 reactions and 888 catalyst types from USPTO. Task: Predict which catalyst facilitates the given reaction. Reactant: Br[CH2:2]/[CH:3]=[CH:4]/[C:5]([NH:7][C:8]1[CH:9]=[C:10]2[C:15](=[CH:16][C:17]=1[O:18][CH3:19])[N:14]=[CH:13][N:12]=[C:11]2[NH:20][C:21]1[CH:26]=[CH:25][C:24]([F:27])=[C:23]([Cl:28])[CH:22]=1)=[O:6].[O:29]1[CH2:34][CH2:33][NH:32][CH:31]2[CH2:35][CH2:36][CH2:37][CH2:38][CH:30]12.CCN(C(C)C)C(C)C.O. Product: [Cl:28][C:23]1[CH:22]=[C:21]([NH:20][C:11]2[C:10]3[C:15](=[CH:16][C:17]([O:18][CH3:19])=[C:8]([NH:7][C:5](=[O:6])/[CH:4]=[CH:3]/[CH2:2][N:32]4[CH2:33][CH2:34][O:29][CH:30]5[CH2:38][CH2:37][CH2:36][CH2:35][CH:31]45)[CH:9]=3)[N:14]=[CH:13][N:12]=2)[CH:26]=[CH:25][C:24]=1[F:27]. The catalyst class is: 44.